From a dataset of Catalyst prediction with 721,799 reactions and 888 catalyst types from USPTO. Predict which catalyst facilitates the given reaction. (1) The catalyst class is: 4. Product: [C:16]([C:10]1[CH:11]=[C:12]([CH3:15])[CH:13]=[CH:14][C:9]=1[O:8][S:26]([C:25]([F:38])([F:37])[F:24])(=[O:28])=[O:27])(=[O:17])[C:18]1[CH:19]=[CH:20][CH:21]=[CH:22][CH:23]=1. Reactant: C(N(CC)CC)C.[OH:8][C:9]1[CH:14]=[CH:13][C:12]([CH3:15])=[CH:11][C:10]=1[C:16]([C:18]1[CH:23]=[CH:22][CH:21]=[CH:20][CH:19]=1)=[O:17].[F:24][C:25]([F:38])([F:37])[S:26](O[S:26]([C:25]([F:38])([F:37])[F:24])(=[O:28])=[O:27])(=[O:28])=[O:27]. (2) Reactant: [F:1][C:2]1[CH:3]=[C:4]([CH:18]=[CH:19][CH:20]=1)[CH2:5][N:6]1[C:14]2[C:9](=[CH:10][C:11]([N+:15]([O-])=O)=[CH:12][CH:13]=2)[CH:8]=[N:7]1. Product: [F:1][C:2]1[CH:3]=[C:4]([CH:18]=[CH:19][CH:20]=1)[CH2:5][N:6]1[C:14]2[C:9](=[CH:10][C:11]([NH2:15])=[CH:12][CH:13]=2)[CH:8]=[N:7]1. The catalyst class is: 19. (3) Reactant: [NH2:1][CH:2]([CH2:14][CH2:15][CH3:16])[C@@H:3]([C:5]1[O:6][C:7]2[CH:13]=[CH:12][CH:11]=[CH:10][C:8]=2[N:9]=1)[OH:4].[F:17][C@@H:18]([CH2:22][CH2:23][C:24]1[CH:29]=[CH:28][CH:27]=[CH:26][CH:25]=1)[C:19](O)=[O:20].C1CN([P+](ON2N=NC3C=CC=CC2=3)(N2CCCC2)N2CCCC2)CC1.F[P-](F)(F)(F)(F)F. Product: [O:6]1[C:7]2[CH:13]=[CH:12][CH:11]=[CH:10][C:8]=2[N:9]=[C:5]1[CH:3]([OH:4])[C@@H:2]([NH:1][C:19](=[O:20])[C@@H:18]([F:17])[CH2:22][CH2:23][C:24]1[CH:25]=[CH:26][CH:27]=[CH:28][CH:29]=1)[CH2:14][CH2:15][CH3:16]. The catalyst class is: 4. (4) Reactant: Cl[CH2:2][C:3]1[S:7][C:6]([C:8]2[CH:13]=[CH:12][C:11]([C:14]([F:17])([F:16])[F:15])=[CH:10][CH:9]=2)=[N:5][C:4]=1[CH2:18][CH2:19][CH3:20].[CH2:21]([O:23][C:24](=[O:36])[CH2:25][N:26]1[C:34]2[C:29](=[CH:30][C:31]([OH:35])=[CH:32][CH:33]=2)[CH:28]=[CH:27]1)[CH3:22].C([O-])([O-])=O.[Cs+].[Cs+]. Product: [CH2:21]([O:23][C:24](=[O:36])[CH2:25][N:26]1[C:34]2[C:29](=[CH:30][C:31]([O:35][CH2:2][C:3]3[S:7][C:6]([C:8]4[CH:13]=[CH:12][C:11]([C:14]([F:17])([F:16])[F:15])=[CH:10][CH:9]=4)=[N:5][C:4]=3[CH2:18][CH2:19][CH3:20])=[CH:32][CH:33]=2)[CH:28]=[CH:27]1)[CH3:22]. The catalyst class is: 10.